Dataset: Reaction yield outcomes from USPTO patents with 853,638 reactions. Task: Predict the reaction yield, written as a fraction of the theoretical maximum amount of product (1.0 means a 100% yield; for example, 0.34 means a 34% yield). (1) The reactants are Cl[C:2]1[CH:9]=[CH:8][C:5]([C:6]#[N:7])=[CH:4][CH:3]=1.[C:10]1(B(O)O)[CH:15]=[CH:14][CH:13]=[CH:12][CH:11]=1.[F-].[Cs+]. The catalyst is O1CCOCC1.CC([O-])=O.CC([O-])=O.[Pd+2].C1(P(C2C=CC=CC=2)C2[C-](N(C)C)C=CC=2)C=CC=CC=1.[CH-]1C=CC=C1.[Fe+2]. The product is [C:6]([C:5]1[CH:8]=[CH:9][C:2]([C:10]2[CH:15]=[CH:14][CH:13]=[CH:12][CH:11]=2)=[CH:3][CH:4]=1)#[N:7]. The yield is 0.920. (2) The reactants are [F:1][CH:2]([F:15])[CH2:3][CH2:4][O:5][C:6]1[CH:7]=[C:8]([CH:12]=[CH:13][CH:14]=1)[C:9](Cl)=[O:10].[Br-].[C:17]([C:19]1[C:24]([Zn+])=[CH:23][CH:22]=[CH:21][N:20]=1)#[N:18]. The catalyst is O1CCCC1.C1C=CC([P]([Pd]([P](C2C=CC=CC=2)(C2C=CC=CC=2)C2C=CC=CC=2)([P](C2C=CC=CC=2)(C2C=CC=CC=2)C2C=CC=CC=2)[P](C2C=CC=CC=2)(C2C=CC=CC=2)C2C=CC=CC=2)(C2C=CC=CC=2)C2C=CC=CC=2)=CC=1. The product is [F:1][CH:2]([F:15])[CH2:3][CH2:4][O:5][C:6]1[CH:7]=[C:8]([CH:12]=[CH:13][CH:14]=1)[C:9]([C:24]1[C:19]([C:17]#[N:18])=[N:20][CH:21]=[CH:22][CH:23]=1)=[O:10]. The yield is 0.410. (3) The reactants are [NH2:1][C:2]1[CH:3]=[C:4]([C:9]2[C:17]3[C:16]([NH:18][C@H:19]([C:21]4[N:26]([C:27]5[CH:32]=[CH:31][CH:30]=[CH:29][CH:28]=5)[C:25](=[O:33])[C:24]5=[C:34]([CH3:37])[CH:35]=[CH:36][N:23]5[N:22]=4)[CH3:20])=[N:15][CH:14]=[N:13][C:12]=3[N:11]([CH2:38][O:39][CH2:40][CH2:41][Si:42]([CH3:45])([CH3:44])[CH3:43])[CH:10]=2)[CH:5]=[C:6]([OH:8])[CH:7]=1.[CH2:46]([N:48]([CH2:51]C)[CH2:49]C)[CH3:47].ClCC[S:56](Cl)(=[O:58])=[O:57].CNC. The catalyst is O1CCCC1.O. The product is [CH3:49][N:48]([CH3:51])[CH2:46][CH2:47][S:56]([NH:1][C:2]1[CH:3]=[C:4]([C:9]2[C:17]3[C:16]([NH:18][C@H:19]([C:21]4[N:26]([C:27]5[CH:32]=[CH:31][CH:30]=[CH:29][CH:28]=5)[C:25](=[O:33])[C:24]5=[C:34]([CH3:37])[CH:35]=[CH:36][N:23]5[N:22]=4)[CH3:20])=[N:15][CH:14]=[N:13][C:12]=3[N:11]([CH2:38][O:39][CH2:40][CH2:41][Si:42]([CH3:43])([CH3:45])[CH3:44])[CH:10]=2)[CH:5]=[C:6]([OH:8])[CH:7]=1)(=[O:58])=[O:57]. The yield is 0.130. (4) The catalyst is CN1CCCC1=O. The product is [CH:37]1([S:40]([NH:2][C:3]2[N:4]=[C:5]3[CH:10]=[CH:9][C:8]([O:11][C:12]4[CH:13]=[CH:14][C:15]([F:28])=[C:16]([NH:18][C:19]([C:21]5[N:25]([CH3:26])[N:24]=[C:23]([CH3:27])[CH:22]=5)=[O:20])[CH:17]=4)=[N:7][N:6]3[CH:29]=2)(=[O:42])=[O:41])[CH2:39][CH2:38]1. The yield is 0.160. The reactants are Cl.[NH2:2][C:3]1[N:4]=[C:5]2[CH:10]=[CH:9][C:8]([O:11][C:12]3[CH:13]=[CH:14][C:15]([F:28])=[C:16]([NH:18][C:19]([C:21]4[N:25]([CH3:26])[N:24]=[C:23]([CH3:27])[CH:22]=4)=[O:20])[CH:17]=3)=[N:7][N:6]2[CH:29]=1.C(N(CC)CC)C.[CH:37]1([S:40](Cl)(=[O:42])=[O:41])[CH2:39][CH2:38]1.O. (5) The reactants are [OH:1][CH2:2][CH2:3][N:4]([C:27]1[CH:32]=[CH:31][CH:30]=[CH:29][CH:28]=1)[C:5](=[O:26])[CH2:6][C:7]1[CH:12]=[CH:11][C:10]([NH:13][C:14](=[O:25])[CH2:15][CH2:16][CH2:17][CH2:18][CH2:19][CH2:20][C:21](OC)=[O:22])=[CH:9][CH:8]=1.O[Li].[OH2:35].Cl.CC[N:39]=C=NCCCN(C)C. The catalyst is C1COCC1.CO.O.C(Cl)Cl.CO.[Pd]. The product is [OH:35][NH:39][C:21](=[O:22])[CH2:20][CH2:19][CH2:18][CH2:17][CH2:16][CH2:15][C:14]([NH:13][C:10]1[CH:11]=[CH:12][C:7]([CH2:6][C:5]([N:4]([CH2:3][CH2:2][OH:1])[C:27]2[CH:28]=[CH:29][CH:30]=[CH:31][CH:32]=2)=[O:26])=[CH:8][CH:9]=1)=[O:25]. The yield is 0.0357. (6) The catalyst is CC#N. The yield is 0.380. The reactants are [NH2:1][CH2:2][C@H:3]1[CH2:8][CH2:7][CH2:6][CH2:5][C@@H:4]1[NH:9][CH:10]1[CH2:15][CH2:14][N:13]([CH:16]2[CH2:21][CH2:20][N:19]([C:22]([O:24][C:25]([CH3:28])([CH3:27])[CH3:26])=[O:23])[CH2:18][CH2:17]2)[CH2:12][CH2:11]1.[C:29](N1C=CN=C1)(N1C=CN=C1)=[O:30]. The product is [O:30]=[C:29]1[NH:1][CH2:2][C@@H:3]2[C@H:4]([CH2:5][CH2:6][CH2:7][CH2:8]2)[N:9]1[CH:10]1[CH2:11][CH2:12][N:13]([CH:16]2[CH2:21][CH2:20][N:19]([C:22]([O:24][C:25]([CH3:28])([CH3:27])[CH3:26])=[O:23])[CH2:18][CH2:17]2)[CH2:14][CH2:15]1. (7) The reactants are [H-].[Na+].[OH:3][C:4]1[CH:5]=[C:6]2[C:11](=[CH:12][CH:13]=1)[C@:10]([CH3:18])([C:14]([F:17])([F:16])[F:15])[O:9][CH2:8][CH2:7]2.[CH3:19]N(C=O)C. No catalyst specified. The product is [CH3:19][O:3][C:4]1[CH:5]=[C:6]2[C:11](=[CH:12][CH:13]=1)[C@:10]([CH3:18])([C:14]([F:17])([F:15])[F:16])[O:9][CH2:8][CH2:7]2. The yield is 0.980.